From a dataset of Forward reaction prediction with 1.9M reactions from USPTO patents (1976-2016). Predict the product of the given reaction. (1) Given the reactants [Br:1][C:2]1[CH:3]=[N:4][C:5]2[N:6]([N:8]=[C:9]([C:11]([OH:13])=O)[CH:10]=2)[CH:7]=1.[CH3:14][O:15][C:16]([C:18]1[C:19]2[CH2:20][CH2:21][NH:22][CH:23]([CH3:28])[C:24]=2[CH:25]=[CH:26][CH:27]=1)=[O:17], predict the reaction product. The product is: [CH3:14][O:15][C:16]([C:18]1[C:19]2[CH2:20][CH2:21][N:22]([C:11]([C:9]3[CH:10]=[C:5]4[N:4]=[CH:3][C:2]([Br:1])=[CH:7][N:6]4[N:8]=3)=[O:13])[CH:23]([CH3:28])[C:24]=2[CH:25]=[CH:26][CH:27]=1)=[O:17]. (2) Given the reactants [Cl:1]N1C(=O)CCC1=O.[CH:9]1([C:12]2[CH:17]=[C:16]([C:18]([O:20][CH3:21])=[O:19])[C:15]([OH:22])=[CH:14][C:13]=2[C:23]2[CH:28]=[CH:27][C:26]([F:29])=[CH:25][CH:24]=2)[CH2:11][CH2:10]1.O, predict the reaction product. The product is: [Cl:1][C:14]1[C:15]([OH:22])=[C:16]([C:18]([O:20][CH3:21])=[O:19])[CH:17]=[C:12]([CH:9]2[CH2:11][CH2:10]2)[C:13]=1[C:23]1[CH:28]=[CH:27][C:26]([F:29])=[CH:25][CH:24]=1. (3) Given the reactants Br[C:2]1[C:3]2[CH2:10][CH2:9][CH:8]([NH:11][C:12](=[O:15])[CH2:13][CH3:14])[C:4]=2[CH:5]=[N:6][CH:7]=1.[F:16][C:17]1[CH:26]=[C:25]2[C:20]([CH2:21][CH2:22][C:23](=[O:28])[N:24]2[CH3:27])=[CH:19][C:18]=1B1OC(C)(C)C(C)(C)O1, predict the reaction product. The product is: [F:16][C:17]1[CH:26]=[C:25]2[C:20]([CH2:21][CH2:22][C:23](=[O:28])[N:24]2[CH3:27])=[CH:19][C:18]=1[C:2]1[C:3]2[CH2:10][CH2:9][CH:8]([NH:11][C:12](=[O:15])[CH2:13][CH3:14])[C:4]=2[CH:5]=[N:6][CH:7]=1. (4) Given the reactants [C:1]1([CH:7]2[C:11]3([CH2:16][CH2:15][NH:14][CH2:13][CH2:12]3)[C:10](=[O:17])[NH:9][CH2:8]2)[CH:6]=[CH:5][CH:4]=[CH:3][CH:2]=1.[CH:18]12[O:24][CH:23]1[CH2:22][CH2:21][CH2:20][CH2:19]2, predict the reaction product. The product is: [O:24]=[C:23]1[CH2:18][CH2:19][CH2:20][CH2:21][CH:22]1[N:14]1[CH2:13][CH2:12][C:11]2([C:10](=[O:17])[NH:9][CH2:8][CH:7]2[C:1]2[CH:2]=[CH:3][CH:4]=[CH:5][CH:6]=2)[CH2:16][CH2:15]1. (5) The product is: [NH2:17][C:14]1[CH:15]=[CH:16][C:11]([C:10]2[C:3]3[C:2]([NH2:1])=[N:7][CH:6]=[N:5][C:4]=3[N:8]([C@H:20]3[CH2:25][CH2:24][C@@H:31]([N:32]4[CH2:37][CH2:36][N:35]([CH3:27])[CH2:34][CH2:33]4)[CH2:22][CH2:21]3)[CH:9]=2)=[CH:12][C:13]=1[O:18][CH3:19]. Given the reactants [NH2:1][C:2]1[C:3]2[C:10]([C:11]3[CH:16]=[CH:15][C:14]([NH2:17])=[C:13]([O:18][CH3:19])[CH:12]=3)=[CH:9][N:8]([CH:20]3[CH2:25][CH2:24]C(=O)[CH2:22][CH2:21]3)[C:4]=2[N:5]=[CH:6][N:7]=1.[C:27](O)(=O)C.[CH3:31][N:32]1[CH2:37][CH2:36][NH:35][CH2:34][CH2:33]1.C(O[BH-](OC(=O)C)OC(=O)C)(=O)C.[Na+].C(=O)(O)[O-].[Na+], predict the reaction product. (6) Given the reactants [NH2:1][C:2]1[C:3](=[O:22])[N:4]([CH2:20][CH3:21])[C:5](=[O:19])[N:6]([C:9]2[CH:14]=[CH:13][CH:12]=[C:11]([C:15]([F:18])([F:17])[F:16])[CH:10]=2)[C:7]=1[CH3:8].[CH3:23][O:24][CH2:25][CH2:26][C:27](O)=[O:28].CN(C(ON1N=NC2C=CC=NC1=2)=[N+](C)C)C.F[P-](F)(F)(F)(F)F.C1C=NC2N(O)N=NC=2C=1.C(N(C(C)C)CC)(C)C, predict the reaction product. The product is: [CH2:20]([N:4]1[C:3](=[O:22])[C:2]([NH:1][C:27](=[O:28])[CH2:26][CH2:25][O:24][CH3:23])=[C:7]([CH3:8])[N:6]([C:9]2[CH:14]=[CH:13][CH:12]=[C:11]([C:15]([F:17])([F:16])[F:18])[CH:10]=2)[C:5]1=[O:19])[CH3:21]. (7) Given the reactants [NH2:1][C:2]1[N:3]([CH3:22])[C:4](=[O:21])[C@:5]2([N:20]=1)[C:14]1[CH:13]=[C:12](Br)[CH:11]=[CH:10][C:9]=1[O:8][C@H:7]1[CH2:16][CH2:17][O:18][CH2:19][C@H:6]21.[Cl:23][C:24]1[CH:25]=[C:26](B(O)O)[CH:27]=[N:28][CH:29]=1, predict the reaction product. The product is: [NH2:1][C:2]1[N:3]([CH3:22])[C:4](=[O:21])[C@:5]2([N:20]=1)[C:14]1[CH:13]=[C:12]([C:26]3[CH:27]=[N:28][CH:29]=[C:24]([Cl:23])[CH:25]=3)[CH:11]=[CH:10][C:9]=1[O:8][C@H:7]1[CH2:16][CH2:17][O:18][CH2:19][C@H:6]21.